From a dataset of Forward reaction prediction with 1.9M reactions from USPTO patents (1976-2016). Predict the product of the given reaction. (1) The product is: [CH:7]1([CH2:16][CH2:17][OH:18])[C:15]2[C:10](=[CH:11][CH:12]=[CH:13][CH:14]=2)[CH2:9][CH2:8]1. Given the reactants [H-].[Al+3].[Li+].[H-].[H-].[H-].[CH:7]1([CH2:16][C:17](O)=[O:18])[C:15]2[C:10](=[CH:11][CH:12]=[CH:13][CH:14]=2)[CH2:9][CH2:8]1.O.CCOC(C)=O, predict the reaction product. (2) Given the reactants [NH2:1][C:2]1[CH:23]=[CH:22][C:5]([O:6][C:7]2[CH:12]=[CH:11][N:10]=[C:9]([NH:13][C:14]([N:16]3[CH2:21][CH2:20][CH2:19][CH2:18][CH2:17]3)=[O:15])[CH:8]=2)=[CH:4][C:3]=1[Cl:24].C(N(CC)CC)C.[F:32][P-](F)(F)(F)(F)F.[N:39]1(O[P+](N(C)C)(N(C)C)N(C)C)[C:43]2[CH:44]=[CH:45][CH:46]=[CH:47][C:42]=2N=N1.C([O:61][CH2:62][CH3:63])C.CN(C)[CH:66]=[O:67], predict the reaction product. The product is: [Cl:24][C:3]1[CH:4]=[C:5]([O:6][C:7]2[CH:12]=[CH:11][N:10]=[C:9]([NH:13][C:14]([N:16]3[CH2:21][CH2:20][CH2:19][CH2:18][CH2:17]3)=[O:15])[CH:8]=2)[CH:22]=[CH:23][C:2]=1[NH:1][C:62](=[O:61])[CH2:63][C:66]([NH:39][C:43]1[CH:44]=[CH:45][C:46]([F:32])=[CH:47][CH:42]=1)=[O:67]. (3) Given the reactants [F:1][C:2]1[CH:7]=[CH:6][C:5]([C:8]2[C:13](/[CH:14]=[CH:15]/[C@H:16]3[O:21]C(C)(C)[O:19][C@@H:18]([CH2:24][C:25]([O:27]C(C)(C)CC4C=CC=CC=4)=[O:26])[CH2:17]3)=[C:12]([CH:38]([CH3:40])[CH3:39])[N:11]=[C:10]([N:41]([CH3:46])[S:42]([CH3:45])(=[O:44])=[O:43])[N:9]=2)=[CH:4][CH:3]=1.Cl.[OH-].[Na+:49], predict the reaction product. The product is: [Na+:49].[F:1][C:2]1[CH:7]=[CH:6][C:5]([C:8]2[C:13](/[CH:14]=[CH:15]/[C@@H:16]([OH:21])[CH2:17][C@@H:18]([OH:19])[CH2:24][C:25]([O-:27])=[O:26])=[C:12]([CH:38]([CH3:40])[CH3:39])[N:11]=[C:10]([N:41]([CH3:46])[S:42]([CH3:45])(=[O:44])=[O:43])[N:9]=2)=[CH:4][CH:3]=1. (4) Given the reactants [F:1][C:2]1[CH:7]=[CH:6][C:5]([CH2:8][C:9]([N:11]=[C:12]=[S:13])=[O:10])=[CH:4][CH:3]=1.[NH2:14][C:15]1[CH:43]=[CH:42][C:18]([O:19][C:20]2[CH:25]=[C:24]([NH:26][C:27]([N:29]3[CH2:34][CH2:33][CH:32]([N:35]4[CH2:40][CH2:39][N:38]([CH3:41])[CH2:37][CH2:36]4)[CH2:31][CH2:30]3)=[O:28])[N:23]=[CH:22][N:21]=2)=[C:17]([F:44])[CH:16]=1.C12(CS(O)(=O)=O)C(C)(C)C(CC1)CC2=O, predict the reaction product. The product is: [F:44][C:17]1[CH:16]=[C:15]([NH:14][C:12]([NH:11][C:9](=[O:10])[CH2:8][C:5]2[CH:4]=[CH:3][C:2]([F:1])=[CH:7][CH:6]=2)=[S:13])[CH:43]=[CH:42][C:18]=1[O:19][C:20]1[CH:25]=[C:24]([NH:26][C:27]([N:29]2[CH2:30][CH2:31][CH:32]([N:35]3[CH2:40][CH2:39][N:38]([CH3:41])[CH2:37][CH2:36]3)[CH2:33][CH2:34]2)=[O:28])[N:23]=[CH:22][N:21]=1. (5) Given the reactants [Cl:1][C:2]1[CH:10]=[CH:9][C:8]2[NH:7][C:6]3[CH2:11][CH2:12][N:13]([CH3:15])[CH2:14][C:5]=3[C:4]=2[CH:3]=1.[OH-].[K+].Br[CH2:19][C:20]([C:22]1[CH:27]=[CH:26][CH:25]=[CH:24][CH:23]=1)=[O:21], predict the reaction product. The product is: [Cl:1][C:2]1[CH:10]=[CH:9][C:8]2[N:7]([CH2:19][C:20]([C:22]3[CH:27]=[CH:26][CH:25]=[CH:24][CH:23]=3)=[O:21])[C:6]3[CH2:11][CH2:12][N:13]([CH3:15])[CH2:14][C:5]=3[C:4]=2[CH:3]=1. (6) Given the reactants Cl.[NH:2]1[C:7]2[N:8]=[CH:9][CH:10]=[CH:11][C:6]=2[C:5]2([CH2:16][CH2:15][NH:14][CH2:13][CH2:12]2)[O:4][C:3]1=[O:17].Cl[C:19]1[N:24]=[CH:23][N:22]=[C:21]([O:25][C:26]2[CH:27]=[C:28]3[C:32](=[C:33]([CH3:35])[CH:34]=2)[NH:31][N:30]=[CH:29]3)[CH:20]=1.CCN(C(C)C)C(C)C.C([O-])(O)=O.[Na+], predict the reaction product. The product is: [CH3:35][C:33]1[CH:34]=[C:26]([O:25][C:21]2[N:22]=[CH:23][N:24]=[C:19]([N:14]3[CH2:13][CH2:12][C:5]4([O:4][C:3](=[O:17])[NH:2][C:7]5[N:8]=[CH:9][CH:10]=[CH:11][C:6]4=5)[CH2:16][CH2:15]3)[CH:20]=2)[CH:27]=[C:28]2[C:32]=1[NH:31][N:30]=[CH:29]2. (7) Given the reactants [NH2:1][C:2]1[CH:3]=[C:4]([C:9]2[O:10][C:11]3[C:16]([C:17](=[O:19])[CH:18]=2)=[CH:15][CH:14]=[C:13]([O:20]C)[C:12]=3[O:22]C)[CH:5]=[CH:6][C:7]=1[NH2:8].C([O-])(O)=O.[Na+], predict the reaction product. The product is: [NH2:1][C:2]1[CH:3]=[C:4]([C:9]2[O:10][C:11]3[C:16]([C:17](=[O:19])[CH:18]=2)=[CH:15][CH:14]=[C:13]([OH:20])[C:12]=3[OH:22])[CH:5]=[CH:6][C:7]=1[NH2:8]. (8) Given the reactants [CH:1]1([C:6]2[N:10]3[C:11]4[C:16]([NH:17][C:18](=[O:19])[C:9]3=[CH:8][N:7]=2)=[CH:15][C:14]([C:20]([OH:22])=O)=[C:13]([CH3:23])[CH:12]=4)[CH2:5][CH2:4][CH2:3][CH2:2]1.C([N:27]([CH:30]([CH3:32])[CH3:31])[CH2:28][CH3:29])(C)C.ClCCl.F[P-](F)(F)(F)(F)F.Br[P+](N1CCCC1)(N1CCCC1)N1C[CH2:48][CH2:47][CH2:46]1, predict the reaction product. The product is: [CH:1]1([C:6]2[N:10]3[C:11]4[C:16]([NH:17][C:18](=[O:19])[C:9]3=[CH:8][N:7]=2)=[CH:15][C:14]([C:20]([N:27]2[C:30]3[C:31](=[CH:46][CH:47]=[CH:48][CH:32]=3)[CH2:29][CH2:28]2)=[O:22])=[C:13]([CH3:23])[CH:12]=4)[CH2:5][CH2:4][CH2:3][CH2:2]1. (9) The product is: [Cl:1][C:2]1[CH:7]=[CH:6][C:5]([CH2:8][NH:9][C:15]2[C:16]3[CH:24]=[CH:23][CH:22]=[C:21]([C:25]([NH2:27])=[O:26])[C:17]=3[N:18]=[N:19][N:20]=2)=[CH:4][C:3]=1[C:10]([F:11])([F:12])[F:13]. Given the reactants [Cl:1][C:2]1[CH:7]=[CH:6][C:5]([CH2:8][NH2:9])=[CH:4][C:3]=1[C:10]([F:13])([F:12])[F:11].O[C:15]1[C:16]2[CH:24]=[CH:23][CH:22]=[C:21]([C:25]([NH2:27])=[O:26])[C:17]=2[N:18]=[N:19][N:20]=1, predict the reaction product.